From a dataset of Forward reaction prediction with 1.9M reactions from USPTO patents (1976-2016). Predict the product of the given reaction. (1) Given the reactants F[C:2]1[CH:7]=[CH:6][CH:5]=[CH:4][C:3]=1[N+:8]([O-:10])=[O:9].C(N(C(C)C)CC)(C)C.[CH3:20][O:21][C:22]1[CH:30]=[CH:29][C:25]([CH2:26][CH2:27][NH2:28])=[CH:24][CH:23]=1, predict the reaction product. The product is: [CH3:20][O:21][C:22]1[CH:30]=[CH:29][C:25]([CH2:26][CH2:27][NH:28][C:2]2[CH:7]=[CH:6][CH:5]=[CH:4][C:3]=2[N+:8]([O-:10])=[O:9])=[CH:24][CH:23]=1. (2) Given the reactants [CH2:1]([C:3]1[N:7]([C:8]2[N:16]=[C:15]3[C:11]([N:12]=[C:13]([CH:18]=O)[N:14]3[CH3:17])=[C:10]([N:20]3[CH2:25][CH2:24][O:23][CH2:22][CH2:21]3)[N:9]=2)[C:6]2[CH:26]=[CH:27][CH:28]=[CH:29][C:5]=2[N:4]=1)[CH3:2].[F:30][C:31]1([F:41])[CH2:34][N:33]([CH:35]2[CH2:40][CH2:39][NH:38][CH2:37][CH2:36]2)[CH2:32]1.C(O[BH-](OC(=O)C)OC(=O)C)(=O)C.[Na+], predict the reaction product. The product is: [F:41][C:31]1([F:30])[CH2:34][N:33]([CH:35]2[CH2:36][CH2:37][N:38]([CH2:18][C:13]3[N:14]([CH3:17])[C:15]4[C:11]([N:12]=3)=[C:10]([N:20]3[CH2:25][CH2:24][O:23][CH2:22][CH2:21]3)[N:9]=[C:8]([N:7]3[C:6]5[CH:26]=[CH:27][CH:28]=[CH:29][C:5]=5[N:4]=[C:3]3[CH2:1][CH3:2])[N:16]=4)[CH2:39][CH2:40]2)[CH2:32]1. (3) Given the reactants [NH2:1][C:2]1[S:3][C:4]([CH:7]=[O:8])=[CH:5][N:6]=1.Br[CH2:10][C:11]([C:13]1[CH:18]=[CH:17][C:16]([Cl:19])=[CH:15][CH:14]=1)=O, predict the reaction product. The product is: [Cl:19][C:16]1[CH:17]=[CH:18][C:13]([C:11]2[N:1]=[C:2]3[N:6]([CH:10]=2)[CH:5]=[C:4]([CH:7]=[O:8])[S:3]3)=[CH:14][CH:15]=1. (4) The product is: [C:37]([C:31]1[CH:32]=[C:33]2[C:28](=[CH:29][CH:30]=1)[CH:27]([NH:26][C:17](=[O:18])[CH2:16][CH:15]([NH:14][S:11]([C:2]1[CH:3]=[CH:4][C:5]3[C:10](=[CH:9][CH:8]=[CH:7][CH:6]=3)[CH:1]=1)(=[O:13])=[O:12])[C:20]1[CH:25]=[CH:24][CH:23]=[CH:22][CH:21]=1)[CH2:36][CH2:35][CH2:34]2)#[N:38]. Given the reactants [CH:1]1[C:10]2[C:5](=[CH:6][CH:7]=[CH:8][CH:9]=2)[CH:4]=[CH:3][C:2]=1[S:11]([NH:14][CH:15]([C:20]1[CH:25]=[CH:24][CH:23]=[CH:22][CH:21]=1)[CH2:16][C:17](O)=[O:18])(=[O:13])=[O:12].[NH2:26][CH:27]1[CH2:36][CH2:35][CH2:34][C:33]2[CH:32]=[C:31]([C:37]#[N:38])[CH:30]=[CH:29][C:28]1=2, predict the reaction product. (5) Given the reactants [NH2:1][C:2](=[S:8])[C:3]([O:5][CH2:6][CH3:7])=[O:4].Br[CH:10]([CH3:21])[C:11](=O)[CH2:12][C:13]1[CH:18]=[CH:17][CH:16]=[C:15]([Br:19])[CH:14]=1, predict the reaction product. The product is: [Br:19][C:15]1[CH:14]=[C:13]([CH:18]=[CH:17][CH:16]=1)[CH2:12][C:11]1[N:1]=[C:2]([C:3]([O:5][CH2:6][CH3:7])=[O:4])[S:8][C:10]=1[CH3:21]. (6) Given the reactants [CH2:1]=[C:2]([C:4]1[C:12]2[C:7](=[CH:8][C:9]([C:13]([O:15][CH3:16])=[O:14])=[CH:10][CH:11]=2)[N:6]([C:17]2[CH:21]=[CH:20][S:19][CH:18]=2)[N:5]=1)[CH3:3].[BH4-].C([N+](CC)(CC)CC)C.C(COC)[O:33]C, predict the reaction product. The product is: [OH:33][C:2]([C:4]1[C:12]2[C:7](=[CH:8][C:9]([C:13]([O:15][CH3:16])=[O:14])=[CH:10][CH:11]=2)[N:6]([C:17]2[CH:21]=[CH:20][S:19][CH:18]=2)[N:5]=1)([CH3:3])[CH3:1].